This data is from TCR-epitope binding with 47,182 pairs between 192 epitopes and 23,139 TCRs. The task is: Binary Classification. Given a T-cell receptor sequence (or CDR3 region) and an epitope sequence, predict whether binding occurs between them. (1) The epitope is LPAADLDDF. The TCR CDR3 sequence is CASSEASMNTEAFF. Result: 1 (the TCR binds to the epitope). (2) The epitope is GLIYNRMGAVTTEV. The TCR CDR3 sequence is CASSEGRNYNQPQHF. Result: 1 (the TCR binds to the epitope). (3) The epitope is SQASSRSSSR. The TCR CDR3 sequence is CASSYSNRDWEQYF. Result: 0 (the TCR does not bind to the epitope). (4) The epitope is MPASWVMRI. The TCR CDR3 sequence is CASSGRGAEQYF. Result: 1 (the TCR binds to the epitope). (5) The epitope is KTSVDCTMYI. The TCR CDR3 sequence is CSVDRQDRGFYGYTF. Result: 0 (the TCR does not bind to the epitope). (6) The epitope is RLRAEAQVK. The TCR CDR3 sequence is CASSRLRDGGGYNSPLHF. Result: 1 (the TCR binds to the epitope). (7) The epitope is AMFWSVPTV. The TCR CDR3 sequence is CASSLGGNEQYF. Result: 1 (the TCR binds to the epitope). (8) The epitope is MPASWVMRI. The TCR CDR3 sequence is CASSPDRLARNEQFF. Result: 1 (the TCR binds to the epitope).